From a dataset of Reaction yield outcomes from USPTO patents with 853,638 reactions. Predict the reaction yield, written as a fraction of the theoretical maximum amount of product (1.0 means a 100% yield; for example, 0.34 means a 34% yield). (1) The reactants are [CH2:1]([N:3]1[C:8](=[O:9])[C:7]2=[N:10][O:11][C:12]([CH3:13])=[C:6]2[C:5]([C:14]2[CH:19]=[CH:18][CH:17]=[CH:16][CH:15]=2)=[N:4]1)[CH3:2]. The catalyst is [Pd].C(O)C. The product is [C:12]([C:6]1[C:5]([C:14]2[CH:15]=[CH:16][CH:17]=[CH:18][CH:19]=2)=[N:4][N:3]([CH2:1][CH3:2])[C:8](=[O:9])[C:7]=1[NH2:10])(=[O:11])[CH3:13]. The yield is 0.980. (2) The reactants are [C:1]([O:9][CH2:10][CH3:11])(=[O:8])[CH2:2][CH2:3][CH2:4][CH2:5][CH:6]=[CH2:7].B1C2CCCC1CCC2.P([O-])([O-])([O-])=O.[K+].[K+].[K+].Br[C:30]1[CH:31]=[C:32]([C:36]([C:45]2[CH:50]=[C:49]([C:51]([F:54])([F:53])[F:52])[CH:48]=[C:47]([F:55])[CH:46]=2)([NH2:44])[CH2:37][C:38]2[CH:43]=[CH:42][CH:41]=[CH:40][CH:39]=2)[CH:33]=[CH:34][CH:35]=1. The catalyst is C1COCC1.[Pd].[Pd].C(=CC(C=CC1C=CC=CC=1)=O)C1C=CC=CC=1.C(=CC(C=CC1C=CC=CC=1)=O)C1C=CC=CC=1.C(=CC(C=CC1C=CC=CC=1)=O)C1C=CC=CC=1. The product is [NH2:44][C:36]([C:32]1[CH:33]=[C:34]([CH2:7][CH2:6][CH2:5][CH2:4][CH2:3][CH2:2][C:1]([O:9][CH2:10][CH3:11])=[O:8])[CH:35]=[CH:30][CH:31]=1)([C:45]1[CH:50]=[C:49]([C:51]([F:52])([F:53])[F:54])[CH:48]=[C:47]([F:55])[CH:46]=1)[CH2:37][C:38]1[CH:39]=[CH:40][CH:41]=[CH:42][CH:43]=1. The yield is 0.540. (3) The reactants are [CH3:1][C:2]1[C:6]([CH2:7][N:8]2[CH:12]=[C:11]([N:13]3[C:17](=[O:18])[CH2:16][NH:15][C:14]3=[O:19])[CH:10]=[N:9]2)=[C:5]([CH3:20])[O:4][N:3]=1.Br[CH2:22][CH:23]1[CH2:28][CH2:27][CH2:26][CH2:25][CH2:24]1. No catalyst specified. The product is [CH:23]1([CH2:22][N:15]2[CH2:16][C:17](=[O:18])[N:13]([C:11]3[CH:10]=[N:9][N:8]([CH2:7][C:6]4[C:2]([CH3:1])=[N:3][O:4][C:5]=4[CH3:20])[CH:12]=3)[C:14]2=[O:19])[CH2:28][CH2:27][CH2:26][CH2:25][CH2:24]1. The yield is 0.200. (4) The reactants are [OH:1][CH:2]1[CH2:6][CH2:5][NH:4][CH2:3]1.C[O:8][C:9]([C:11]1[C:15]([NH:16][C:17]([C:19]2[C:24]([NH:25][C:26]3[CH:27]=[N:28][CH:29]=[N:30][CH:31]=3)=[CH:23][CH:22]=[C:21]([CH:32]3[CH2:34][CH2:33]3)[N:20]=2)=[O:18])=[CH:14][N:13]([CH3:35])[N:12]=1)=O. No catalyst specified. The product is [OH:1][CH:2]1[CH2:6][CH2:5][N:4]([C:9]([C:11]2[C:15]([NH:16][C:17]([C:19]3[C:24]([NH:25][C:26]4[CH:27]=[N:28][CH:29]=[N:30][CH:31]=4)=[CH:23][CH:22]=[C:21]([CH:32]4[CH2:34][CH2:33]4)[N:20]=3)=[O:18])=[CH:14][N:13]([CH3:35])[N:12]=2)=[O:8])[CH2:3]1. The yield is 0.150. (5) The reactants are [CH2:1]([CH2:6][NH2:7])[CH2:2][C:3]([OH:5])=[O:4].[NH2:8][CH2:9][C:10]([NH:12][CH2:13][C:14]([NH:16][CH2:17][C:18]([NH:20][CH2:21][CH2:22][C:23]([O:25]C(C)(C)C)=[O:24])=[O:19])=[O:15])=[O:11].O. The catalyst is FC(F)(F)C(O)=O. The product is [CH2:1]([CH2:6][NH2:7])[CH2:2][C:3]([OH:5])=[O:4].[NH2:8][CH2:9][C:10]([NH:12][CH2:13][C:14]([NH:16][CH2:17][C:18]([NH:20][CH2:21][CH2:22][C:23]([OH:25])=[O:24])=[O:19])=[O:15])=[O:11]. The yield is 1.00.